This data is from Forward reaction prediction with 1.9M reactions from USPTO patents (1976-2016). The task is: Predict the product of the given reaction. Given the reactants [F:1][C:2]1[CH:7]=[CH:6][C:5]([N+:8]([O-:10])=[O:9])=[CH:4][C:3]=1[N:11]=[C:12]=[O:13].[CH3:14][Si:15]([CH3:20])([CH3:19])[CH2:16][CH2:17][OH:18], predict the reaction product. The product is: [CH3:14][Si:15]([CH3:20])([CH3:19])[CH2:16][CH2:17][O:18][C:12](=[O:13])[NH:11][C:3]1[CH:4]=[C:5]([N+:8]([O-:10])=[O:9])[CH:6]=[CH:7][C:2]=1[F:1].